From a dataset of Full USPTO retrosynthesis dataset with 1.9M reactions from patents (1976-2016). Predict the reactants needed to synthesize the given product. (1) Given the product [F:17][C:18]1[CH:19]=[CH:20][C:21]([C:24]2[CH:29]=[CH:28][C:27]([C:30]([NH:13][C:10]3[CH:11]=[CH:12][C:7]4[N:8]([CH:16]=[C:5]([CH:2]([CH3:4])[CH3:3])[N:6]=4)[CH:9]=3)=[O:31])=[CH:26][CH:25]=2)=[CH:22][CH:23]=1, predict the reactants needed to synthesize it. The reactants are: Br.[CH:2]([C:5]1[N:6]=[C:7]2[CH:12]=[CH:11][C:10]([N+:13]([O-])=O)=[CH:9][N:8]2[CH:16]=1)([CH3:4])[CH3:3].[F:17][C:18]1[CH:23]=[CH:22][C:21]([C:24]2[CH:29]=[CH:28][C:27]([C:30](O)=[O:31])=[CH:26][CH:25]=2)=[CH:20][CH:19]=1. (2) Given the product [Br:1][C:2]1[C:7]([O:8][CH3:9])=[CH:6][C:5]2[NH:10][CH:12]=[N:11][C:4]=2[CH:3]=1, predict the reactants needed to synthesize it. The reactants are: [Br:1][C:2]1[CH:3]=[C:4]([NH2:11])[C:5]([NH2:10])=[CH:6][C:7]=1[O:8][CH3:9].[CH:12](OCC)(OCC)OCC. (3) The reactants are: [Cl:1][C:2]1[C:7]([F:8])=[CH:6][CH:5]=[C:4]([Cl:9])[C:3]=1[CH:10]([O:12][C:13]1[C:14]([NH2:30])=[N:15][CH:16]=[C:17]([C:19]2[CH:20]=[N:21][N:22]([CH:24]3[CH2:29][CH2:28][NH:27][CH2:26][CH2:25]3)[CH:23]=2)[CH:18]=1)[CH3:11].[CH3:31][S:32](Cl)(=[O:34])=[O:33]. Given the product [Cl:1][C:2]1[C:7]([F:8])=[CH:6][CH:5]=[C:4]([Cl:9])[C:3]=1[CH:10]([O:12][C:13]1[C:14]([NH2:30])=[N:15][CH:16]=[C:17]([C:19]2[CH:20]=[N:21][N:22]([CH:24]3[CH2:29][CH2:28][N:27]([S:32]([CH3:31])(=[O:34])=[O:33])[CH2:26][CH2:25]3)[CH:23]=2)[CH:18]=1)[CH3:11], predict the reactants needed to synthesize it. (4) Given the product [N:5]([CH2:6][SiH2:7][CH:12]([O:26][CH3:13])[O:40][CH3:27])=[C:50]=[O:51], predict the reactants needed to synthesize it. The reactants are: CC(O[NH:5][CH2:6][Si:7]([CH3:12])(OC)OC)=O.[C:13]([O-:26])(=O)CCCCCCCCCCC.[C:27]([O-:40])(=O)CCCCCCCCCCC.C([Sn+2]CCCC)CCC.[CH3:50][OH:51]. (5) Given the product [C:16]([C:19]1[O:14][N:13]=[C:11]([C:4]2[CH:3]=[C:2]([Cl:1])[C:7]([CH:8]3[CH2:10][CH2:9]3)=[CH:6][N:5]=2)[N:12]=1)([CH3:18])([CH3:17])[CH3:15], predict the reactants needed to synthesize it. The reactants are: [Cl:1][C:2]1[C:7]([CH:8]2[CH2:10][CH2:9]2)=[CH:6][N:5]=[C:4]([C:11](=[N:13][OH:14])[NH2:12])[CH:3]=1.[C:15](Cl)(=O)[C:16]([CH3:19])([CH3:18])[CH3:17].C(N(CC)CC)C. (6) Given the product [Cl:43][C:25]1[CH:24]=[C:23]([NH:22][C:19]2[C:20]3[N:12]([CH2:11][CH2:10][OH:9])[CH:13]=[CH:14][C:15]=3[N:16]=[CH:17][N:18]=2)[CH:42]=[CH:41][C:26]=1[O:27][C:28]1[CH:29]=[C:30]2[C:34](=[CH:35][CH:36]=1)[C:33](=[O:37])[N:32]([CH3:38])[C:31]2([CH3:39])[CH3:40], predict the reactants needed to synthesize it. The reactants are: C([O:9][CH2:10][CH2:11][N:12]1[C:20]2[C:19](Cl)=[N:18][CH:17]=[N:16][C:15]=2[CH:14]=[CH:13]1)(=O)C1C=CC=CC=1.[NH2:22][C:23]1[CH:42]=[CH:41][C:26]([O:27][C:28]2[CH:29]=[C:30]3[C:34](=[CH:35][CH:36]=2)[C:33](=[O:37])[N:32]([CH3:38])[C:31]3([CH3:40])[CH3:39])=[C:25]([Cl:43])[CH:24]=1.Cl.N1C=CC=CC=1.C(=O)([O-])O.[Na+].